This data is from Forward reaction prediction with 1.9M reactions from USPTO patents (1976-2016). The task is: Predict the product of the given reaction. (1) Given the reactants Cl.[NH2:2][CH2:3][CH2:4][CH2:5][CH2:6][CH2:7][C:8]([NH:10][C:11]1[CH:12]=[C:13]([O:21][CH2:22][C:23]2[CH:28]=[CH:27][CH:26]=[CH:25][CH:24]=2)[CH:14]=[C:15]2[C:20]=1[N:19]=[CH:18][CH:17]=[CH:16]2)=[O:9].[S:29](N)([NH2:32])(=[O:31])=[O:30], predict the reaction product. The product is: [CH2:22]([O:21][C:13]1[CH:14]=[C:15]2[C:20](=[C:11]([NH:10][C:8](=[O:9])[CH2:7][CH2:6][CH2:5][CH2:4][CH2:3][NH:2][S:29](=[O:31])(=[O:30])[NH2:32])[CH:12]=1)[N:19]=[CH:18][CH:17]=[CH:16]2)[C:23]1[CH:28]=[CH:27][CH:26]=[CH:25][CH:24]=1. (2) Given the reactants Cl.[C:2]([S:5][CH:6]1[CH2:11][CH2:10][N:9]([CH:12]([C:18]2[CH:23]=[CH:22][CH:21]=[CH:20][C:19]=2[F:24])[C:13]([CH:15]2[CH2:17][CH2:16]2)=[O:14])[CH2:8]/[C:7]/1=[CH:25]/[CH2:26]O)(=[O:4])[CH3:3].Cl.[CH2:29]([O:31][C:32]([CH2:34][CH2:35][N:36]1[CH2:41][CH2:40][NH:39][CH2:38][C:37]1=[O:42])=[O:33])[CH3:30], predict the reaction product. The product is: [C:2]([S:5][CH:6]1[CH2:11][CH2:10][N:9]([CH:12]([C:18]2[CH:23]=[CH:22][CH:21]=[CH:20][C:19]=2[F:24])[C:13]([CH:15]2[CH2:17][CH2:16]2)=[O:14])[CH2:8]/[C:7]/1=[CH:25]/[CH2:26][N:39]1[CH2:40][CH2:41][N:36]([CH2:35][CH2:34][C:32]([O:31][CH2:29][CH3:30])=[O:33])[C:37](=[O:42])[CH2:38]1)(=[O:4])[CH3:3]. (3) Given the reactants C([O:8][C:9](=[O:27])[CH2:10][N:11]([CH2:18][C:19]1[CH:24]=[CH:23][C:22]([O:25][CH3:26])=[CH:21][CH:20]=1)[C:12](=[O:17])[CH2:13][C:14](=[O:16])[CH3:15])C1C=CC=CC=1, predict the reaction product. The product is: [CH3:26][O:25][C:22]1[CH:21]=[CH:20][C:19]([CH2:18][N:11]([CH2:10][C:9]([OH:27])=[O:8])[C:12](=[O:17])[CH2:13][C:14](=[O:16])[CH3:15])=[CH:24][CH:23]=1. (4) Given the reactants [NH2:1][C:2]1[C:3]([C:8]([O:10][CH3:11])=[O:9])=[N:4][CH:5]=[CH:6][CH:7]=1.S(=O)(=O)(O)O.[Br:17]Br, predict the reaction product. The product is: [NH2:1][C:2]1[C:3]([C:8]([O:10][CH3:11])=[O:9])=[N:4][C:5]([Br:17])=[CH:6][CH:7]=1. (5) The product is: [F:42][C:2]([F:1])([F:41])[C:3]1[CH:4]=[C:5]([C:13]([CH3:39])([CH3:40])[C:14]([N:16]([CH3:17])[C:18]2[C:23]([C:24]3[CH:29]=[CH:28][CH:27]=[CH:26][C:25]=3[CH3:30])=[CH:22][C:21]([N:31]3[CH2:35][C@H:34]([OH:36])[CH2:33][C@H:32]3[CH2:37][O:38][C:49](=[O:51])[CH3:50])=[N:20][CH:19]=2)=[O:15])[CH:6]=[C:7]([C:9]([F:12])([F:10])[F:11])[CH:8]=1. Given the reactants [F:1][C:2]([F:42])([F:41])[C:3]1[CH:4]=[C:5]([C:13]([CH3:40])([CH3:39])[C:14]([N:16]([C:18]2[CH:19]=[N:20][C:21]([N:31]3[CH2:35][C@H:34]([OH:36])[CH2:33][C@H:32]3[CH2:37][OH:38])=[CH:22][C:23]=2[C:24]2[CH:29]=[CH:28][CH:27]=[CH:26][C:25]=2[CH3:30])[CH3:17])=[O:15])[CH:6]=[C:7]([C:9]([F:12])([F:11])[F:10])[CH:8]=1.N1C=CC=CC=1.[C:49](OC(=O)C)(=[O:51])[CH3:50], predict the reaction product. (6) Given the reactants [CH3:1][C:2]1[C:3]([CH2:20][CH2:21][N:22]2[CH2:27][CH2:26][N:25]([C:28]3[CH:37]=[CH:36][CH:35]=[C:34]4[C:29]=3[CH:30]=[CH:31][C:32]([CH3:38])=[N:33]4)[CH2:24][C@H:23]2[CH3:39])=[C:4]2[C:9](=[CH:10][CH:11]=1)[N:8]1[CH:12]=[N:13][C:14]([C:15]([O:17]CC)=O)=[C:7]1[CH2:6][CH2:5]2.[OH-].[K+].[ClH:42].Cl.CC1C=CC2C(=CC=CC=2N2CCN(CCC3C4OCC5=C(C(N)=O)N=CN5C=4C=CC=3)CC2)[N:46]=1.Cl, predict the reaction product. The product is: [ClH:42].[ClH:42].[CH3:1][C:2]1[C:3]([CH2:20][CH2:21][N:22]2[CH2:27][CH2:26][N:25]([C:28]3[CH:37]=[CH:36][CH:35]=[C:34]4[C:29]=3[CH:30]=[CH:31][C:32]([CH3:38])=[N:33]4)[CH2:24][C@H:23]2[CH3:39])=[C:4]2[C:9](=[CH:10][CH:11]=1)[N:8]1[CH:12]=[N:13][C:14]([C:15]([NH2:46])=[O:17])=[C:7]1[CH2:6][CH2:5]2. (7) Given the reactants [CH2:1]([O:3][C:4](=[O:13])[C:5]1[CH:10]=[CH:9][C:8]([Br:11])=[C:7]([CH3:12])[CH:6]=1)[CH3:2].[Br:14]N1C(=O)CCC1=O.C(OOC(=O)C1C=CC=CC=1)(=O)C1C=CC=CC=1, predict the reaction product. The product is: [Br:11][C:8]1[CH:9]=[CH:10][C:5]([C:4]([O:3][CH2:1][CH3:2])=[O:13])=[CH:6][C:7]=1[CH2:12][Br:14]. (8) Given the reactants [CH2:1]([O:8][CH2:9][CH:10]([NH:14][C:15](=[O:33])[CH:16]([CH2:26][CH:27]1[CH2:32][CH2:31][CH2:30][CH2:29][CH2:28]1)[C:17](=O)[CH2:18][N:19]1[CH2:24][CH2:23][O:22][CH2:21][CH2:20]1)[C:11](=O)[NH2:12])[C:2]1[CH:7]=[CH:6][CH:5]=[CH:4][CH:3]=1.N1C(Cl)=NC(Cl)=NC=1Cl.CN(C=[O:47])C, predict the reaction product. The product is: [CH2:1]([O:8][CH2:9][CH:10]([C:11]#[N:12])[NH:14][C:15](=[O:33])[CH:16]([CH2:26][CH:27]1[CH2:32][CH2:31][CH2:30][CH2:29][CH2:28]1)[CH2:17][C:18]([N:19]1[CH2:24][CH2:23][O:22][CH2:21][CH2:20]1)=[O:47])[C:2]1[CH:7]=[CH:6][CH:5]=[CH:4][CH:3]=1. (9) Given the reactants [NH2:1][C@H:2]1[C@H:11]([OH:12])[CH2:10][CH2:9][C:4]2([O:8][CH2:7][CH2:6][O:5]2)[CH2:3]1.O=[C:14]1[CH2:19][CH2:18][N:17]([C:20]([O:22][CH2:23][C:24]2[CH:29]=[CH:28][CH:27]=[CH:26][CH:25]=2)=[O:21])[CH2:16][CH2:15]1.C(O[BH-](OC(=O)C)OC(=O)C)(=O)C.[Na+].C([O-])(O)=O.[Na+], predict the reaction product. The product is: [OH:12][C@@H:11]1[CH2:10][CH2:9][C:4]2([O:5][CH2:6][CH2:7][O:8]2)[CH2:3][C@H:2]1[NH:1][CH:14]1[CH2:19][CH2:18][N:17]([C:20]([O:22][CH2:23][C:24]2[CH:25]=[CH:26][CH:27]=[CH:28][CH:29]=2)=[O:21])[CH2:16][CH2:15]1. (10) Given the reactants C1(P(N=[N+]=[N-])(C2C=CC=CC=2)=[O:8])C=CC=CC=1.[CH3:18][S:19]([NH:22][C:23]1[CH:24]=[C:25]([CH:29]=[C:30]([N:32]2[CH2:37][CH2:36][O:35][CH2:34][CH2:33]2)[CH:31]=1)C(O)=O)(=[O:21])=[O:20].CC[N:40]([CH:44](C)C)C(C)C.[C:47]([OH:51])([CH3:50])([CH3:49])[CH3:48], predict the reaction product. The product is: [CH3:18][S:19]([NH:22][C:23]1[CH:24]=[C:25]([NH:40][C:44](=[O:8])[O:51][C:47]([CH3:50])([CH3:49])[CH3:48])[CH:29]=[C:30]([N:32]2[CH2:33][CH2:34][O:35][CH2:36][CH2:37]2)[CH:31]=1)(=[O:20])=[O:21].